This data is from Peptide-MHC class II binding affinity with 134,281 pairs from IEDB. The task is: Regression. Given a peptide amino acid sequence and an MHC pseudo amino acid sequence, predict their binding affinity value. This is MHC class II binding data. (1) The peptide sequence is PLTHTIGTSVEESEM. The MHC is DRB3_0202 with pseudo-sequence DRB3_0202. The binding affinity (normalized) is 0. (2) The peptide sequence is MGRDIKVQFQSGGAN. The MHC is HLA-DQA10501-DQB10201 with pseudo-sequence HLA-DQA10501-DQB10201. The binding affinity (normalized) is 0.109.